Dataset: Forward reaction prediction with 1.9M reactions from USPTO patents (1976-2016). Task: Predict the product of the given reaction. (1) Given the reactants [CH2:1]([C:3]1[N:4]([C:14]2[CH:19]=[CH:18][CH:17]=[CH:16][CH:15]=2)[C:5]2[C:10]([C:11](=O)[N:12]=1)=[CH:9][CH:8]=[CH:7][CH:6]=2)[CH3:2].COC1C=CC(P2(SP(C3C=CC(OC)=CC=3)(=S)S2)=[S:29])=CC=1, predict the reaction product. The product is: [CH2:1]([C:3]1[N:4]([C:14]2[CH:19]=[CH:18][CH:17]=[CH:16][CH:15]=2)[C:5]2[C:10]([C:11](=[S:29])[N:12]=1)=[CH:9][CH:8]=[CH:7][CH:6]=2)[CH3:2]. (2) Given the reactants I[C:2]1[CH:7]=[CH:6][C:5]([N+:8]([O-:10])=[O:9])=[CH:4][CH:3]=1.[CH3:11][C:12]1[C:13](=[O:18])[NH:14][CH:15]=[CH:16][CH:17]=1.[O-]P([O-])([O-])=O.[K+].[K+].[K+].N[C@@H]1CCCC[C@H]1N, predict the reaction product. The product is: [CH3:11][C:12]1[C:13](=[O:18])[N:14]([C:2]2[CH:7]=[CH:6][C:5]([N+:8]([O-:10])=[O:9])=[CH:4][CH:3]=2)[CH:15]=[CH:16][CH:17]=1.